Dataset: Catalyst prediction with 721,799 reactions and 888 catalyst types from USPTO. Task: Predict which catalyst facilitates the given reaction. (1) Reactant: [H-].[Na+].[C:3]1([OH:9])[CH:8]=[CH:7][CH:6]=[CH:5][CH:4]=1.[F:10][C:11]1[CH:16]=[CH:15][C:14]([N+:17]([O-:19])=[O:18])=[C:13](F)[C:12]=1[F:21]. Product: [F:10][C:11]1[CH:16]=[CH:15][C:14]([N+:17]([O-:19])=[O:18])=[C:13]([O:9][C:3]2[CH:8]=[CH:7][CH:6]=[CH:5][CH:4]=2)[C:12]=1[F:21]. The catalyst class is: 1. (2) Reactant: BrC1C=CC2C3C(CCOC=2C=1)=CN(C1N(C2C=CC(F)=CC=2F)N=CN=1)N=3.Cl[C:30]1[N:34]([C:35]2[CH:40]=[CH:39][CH:38]=[CH:37][C:36]=2[Cl:41])[N:33]=[CH:32][N:31]=1.[Br:42][C:43]1[CH:44]=[CH:45][C:46]2[O:55][CH2:54][CH2:53][C:52]3[C:48](=[N:49][NH:50][CH:51]=3)[C:47]=2[CH:56]=1.C(Cl)Cl. Product: [Br:42][C:43]1[CH:44]=[CH:45][C:46]2[O:55][CH2:54][CH2:53][C:52]3[C:48](=[N:49][N:50]([C:30]4[N:34]([C:35]5[CH:40]=[CH:39][CH:38]=[CH:37][C:36]=5[Cl:41])[N:33]=[CH:32][N:31]=4)[CH:51]=3)[C:47]=2[CH:56]=1. The catalyst class is: 244. (3) Reactant: [CH:1]1([CH:7]([O:20][CH3:21])[C:8]2[CH:15]=[CH:14][C:13]([C:16]([F:19])([F:18])[F:17])=[CH:12][C:9]=2[CH:10]=O)[CH2:6][CH2:5][CH2:4][CH2:3][CH2:2]1.[F:22][C:23]([F:37])([F:36])[C:24]1[CH:25]=[C:26]([CH:29]=[C:30]([C:32]([F:35])([F:34])[F:33])[CH:31]=1)[CH2:27][NH2:28].[BH4-].[Na+]. Product: [CH:1]1([CH:7]([O:20][CH3:21])[C:8]2[CH:15]=[CH:14][C:13]([C:16]([F:17])([F:19])[F:18])=[CH:12][C:9]=2[CH2:10][NH:28][CH2:27][C:26]2[CH:29]=[C:30]([C:32]([F:33])([F:34])[F:35])[CH:31]=[C:24]([C:23]([F:22])([F:36])[F:37])[CH:25]=2)[CH2:2][CH2:3][CH2:4][CH2:5][CH2:6]1. The catalyst class is: 8. (4) Reactant: [N:1]1([CH2:7][C:8]([OH:10])=O)[CH2:6][CH2:5][O:4][CH2:3][CH2:2]1.CN(C(ON1N=NC2C=CC=NC1=2)=[N+](C)C)C.F[P-](F)(F)(F)(F)F.[NH:35]1[C:43]2[C:38](=[C:39]([C:44]3[CH:45]=[C:46]([NH2:53])[C:47]4[CH:48]=[N:49][NH:50][C:51]=4[CH:52]=3)[CH:40]=[CH:41][CH:42]=2)[CH:37]=[CH:36]1.CCN(C(C)C)C(C)C. Product: [NH:35]1[C:43]2[C:38](=[C:39]([C:44]3[CH:52]=[C:51]4[C:47]([CH:48]=[N:49][NH:50]4)=[C:46]([NH:53][C:8](=[O:10])[CH2:7][N:1]4[CH2:2][CH2:3][O:4][CH2:5][CH2:6]4)[CH:45]=3)[CH:40]=[CH:41][CH:42]=2)[CH:37]=[CH:36]1. The catalyst class is: 3. (5) Reactant: C(OC(=O)[NH:7][C:8]([C:10]1[CH:15]=[CH:14][C:13]([CH2:16][NH:17][C:18](=[O:32])[C@H:19]([C:22]2[C:27]([F:28])=[CH:26][C:25]([O:29][CH3:30])=[CH:24][C:23]=2[F:31])[O:20][CH3:21])=[CH:12][CH:11]=1)=[NH:9])(C)(C)C.C(O)=O. Product: [C:8]([C:10]1[CH:11]=[CH:12][C:13]([CH2:16][NH:17][C:18](=[O:32])[C@H:19]([C:22]2[C:27]([F:28])=[CH:26][C:25]([O:29][CH3:30])=[CH:24][C:23]=2[F:31])[O:20][CH3:21])=[CH:14][CH:15]=1)(=[NH:7])[NH2:9]. The catalyst class is: 6. (6) The catalyst class is: 9. Reactant: C(O[BH-](OC(=O)C)OC(=O)C)(=O)C.[Na+].[NH2:15][CH2:16][C@H:17]([OH:30])[CH2:18][O:19][C:20]1[C:28]2[NH:27][C:26](=[O:29])[NH:25][C:24]=2[CH:23]=[CH:22][CH:21]=1.[CH2:31]([N:38]([C:55]1[CH:60]=[CH:59][C:58]([O:61][CH3:62])=[C:57]([O:63][CH3:64])[CH:56]=1)[S:39]([C:42]1[CH:47]=[CH:46][C:45]([N:48]2[CH2:53][CH2:52][C:51](=O)[CH2:50][CH2:49]2)=[CH:44][CH:43]=1)(=[O:41])=[O:40])[C:32]1[CH:37]=[CH:36][CH:35]=[CH:34][CH:33]=1.C(O)(=O)C. Product: [CH2:31]([N:38]([C:55]1[CH:60]=[CH:59][C:58]([O:61][CH3:62])=[C:57]([O:63][CH3:64])[CH:56]=1)[S:39]([C:42]1[CH:43]=[CH:44][C:45]([N:48]2[CH2:49][CH2:50][CH:51]([NH:15][CH2:16][CH:17]([OH:30])[CH2:18][O:19][C:20]3[C:28]4[NH:27][C:26](=[O:29])[NH:25][C:24]=4[CH:23]=[CH:22][CH:21]=3)[CH2:52][CH2:53]2)=[CH:46][CH:47]=1)(=[O:41])=[O:40])[C:32]1[CH:37]=[CH:36][CH:35]=[CH:34][CH:33]=1. (7) Reactant: [F:1][C:2]([F:37])([C:30]1[CH:35]=[CH:34][C:33]([CH3:36])=[CH:32][N:31]=1)[CH2:3][N:4]1[CH2:9][CH2:8][CH:7]([NH:10][C:11]2[C:12]3[CH:19]=[CH:18][N:17]([S:20]([C:23]4[CH:29]=[CH:28][C:26]([CH3:27])=[CH:25][CH:24]=4)(=[O:22])=[O:21])[C:13]=3[N:14]=[CH:15][N:16]=2)[CH2:6][CH2:5]1.[H-].[Na+].[CH3:40]I. Product: [F:37][C:2]([F:1])([C:30]1[CH:35]=[CH:34][C:33]([CH3:36])=[CH:32][N:31]=1)[CH2:3][N:4]1[CH2:5][CH2:6][CH:7]([N:10]([CH3:40])[C:11]2[C:12]3[CH:19]=[CH:18][N:17]([S:20]([C:23]4[CH:24]=[CH:25][C:26]([CH3:27])=[CH:28][CH:29]=4)(=[O:22])=[O:21])[C:13]=3[N:14]=[CH:15][N:16]=2)[CH2:8][CH2:9]1. The catalyst class is: 3.